Dataset: HIV replication inhibition screening data with 41,000+ compounds from the AIDS Antiviral Screen. Task: Binary Classification. Given a drug SMILES string, predict its activity (active/inactive) in a high-throughput screening assay against a specified biological target. The molecule is O=S(=O)(O)c1cc2ccc1C=Cc1ccc(cc1S(=O)(=O)O)N=Nc1ccc(c(S(=O)(=O)O)c1)C=Cc1ccc(cc1S(=O)(=O)O)N=N2. The result is 1 (active).